Dataset: NCI-60 drug combinations with 297,098 pairs across 59 cell lines. Task: Regression. Given two drug SMILES strings and cell line genomic features, predict the synergy score measuring deviation from expected non-interaction effect. (1) Drug 1: CC1C(C(CC(O1)OC2CC(CC3=C2C(=C4C(=C3O)C(=O)C5=C(C4=O)C(=CC=C5)OC)O)(C(=O)CO)O)N)O.Cl. Drug 2: C1=NC2=C(N1)C(=S)N=C(N2)N. Cell line: CCRF-CEM. Synergy scores: CSS=71.5, Synergy_ZIP=3.55, Synergy_Bliss=1.52, Synergy_Loewe=3.33, Synergy_HSA=6.60. (2) Drug 1: CC12CCC3C(C1CCC2O)C(CC4=C3C=CC(=C4)O)CCCCCCCCCS(=O)CCCC(C(F)(F)F)(F)F. Drug 2: CC1=C2C(C(=O)C3(C(CC4C(C3C(C(C2(C)C)(CC1OC(=O)C(C(C5=CC=CC=C5)NC(=O)OC(C)(C)C)O)O)OC(=O)C6=CC=CC=C6)(CO4)OC(=O)C)O)C)O. Cell line: 786-0. Synergy scores: CSS=-0.0745, Synergy_ZIP=2.61, Synergy_Bliss=6.34, Synergy_Loewe=-2.53, Synergy_HSA=-1.44. (3) Drug 1: CC1=C(C=C(C=C1)C(=O)NC2=CC(=CC(=C2)C(F)(F)F)N3C=C(N=C3)C)NC4=NC=CC(=N4)C5=CN=CC=C5. Drug 2: C1=NC(=NC(=O)N1C2C(C(C(O2)CO)O)O)N. Cell line: T-47D. Synergy scores: CSS=6.94, Synergy_ZIP=-2.52, Synergy_Bliss=-2.59, Synergy_Loewe=-6.28, Synergy_HSA=-5.90. (4) Drug 1: C1=CC(=C2C(=C1NCCNCCO)C(=O)C3=C(C=CC(=C3C2=O)O)O)NCCNCCO. Drug 2: CS(=O)(=O)CCNCC1=CC=C(O1)C2=CC3=C(C=C2)N=CN=C3NC4=CC(=C(C=C4)OCC5=CC(=CC=C5)F)Cl. Cell line: A498. Synergy scores: CSS=37.1, Synergy_ZIP=3.58, Synergy_Bliss=4.64, Synergy_Loewe=-7.42, Synergy_HSA=5.20.